Dataset: Full USPTO retrosynthesis dataset with 1.9M reactions from patents (1976-2016). Task: Predict the reactants needed to synthesize the given product. (1) Given the product [Cl:18][C:5]1[C:6]([C:8]2[N:12]([CH3:13])[C:11]3[CH:14]=[CH:15][CH:16]=[CH:17][C:10]=3[N:9]=2)=[CH:7][C:2]([N:19]2[CH2:20][CH2:21][CH:22]([NH:25][S:26]([CH3:29])(=[O:27])=[O:28])[CH2:23][CH2:24]2)=[N:3][CH:4]=1, predict the reactants needed to synthesize it. The reactants are: Cl[C:2]1[CH:7]=[C:6]([C:8]2[N:12]([CH3:13])[C:11]3[CH:14]=[CH:15][CH:16]=[CH:17][C:10]=3[N:9]=2)[C:5]([Cl:18])=[CH:4][N:3]=1.[NH:19]1[CH2:24][CH2:23][CH:22]([NH:25][S:26]([CH3:29])(=[O:28])=[O:27])[CH2:21][CH2:20]1.[F-].[Cs+]. (2) Given the product [Cl:29][C:24]1[CH:23]=[C:22]([N:18]2[C:19](=[O:21])[CH:20]=[C:15]([O:14][CH:11]3[CH2:10][CH2:9][N:8]([C:6]([O:5][C:1]([CH3:3])([CH3:2])[CH3:4])=[O:7])[CH2:13][CH2:12]3)[C:16]([NH:49][C:64]([O:56][CH2:55][CH2:54][Si:53]([CH3:58])([CH3:57])[CH3:52])=[O:59])=[N:17]2)[CH:27]=[CH:26][C:25]=1[Cl:28], predict the reactants needed to synthesize it. The reactants are: [C:1]([O:5][C:6]([N:8]1[CH2:13][CH2:12][CH:11]([O:14][C:15]2[C:16](C(O)=O)=[N:17][N:18]([C:22]3[CH:27]=[CH:26][C:25]([Cl:28])=[C:24]([Cl:29])[CH:23]=3)[C:19](=[O:21])[CH:20]=2)[CH2:10][CH2:9]1)=[O:7])([CH3:4])([CH3:3])[CH3:2].P([N:49]=[N+]=[N-])(=O)(OC1C=CC=CC=1)OC1C=CC=CC=1.[CH3:52][Si:53]([CH3:58])([CH3:57])[CH2:54][CH2:55][OH:56].[O:59]1[CH2:64]COCC1. (3) Given the product [CH3:8][C:7]1[N:6]=[C:5]([C:9]2[CH:14]=[CH:13][CH:12]=[CH:11][C:10]=2[O:15][CH3:16])[N:4]([CH2:17][CH2:18][C:19]2[CH:24]=[CH:23][CH:22]=[CH:21][CH:20]=2)[C:3](=[O:25])[C:2]=1[C:28]1[CH:27]=[N:26][CH:31]=[CH:30][CH:29]=1, predict the reactants needed to synthesize it. The reactants are: Cl[C:2]1[C:3](=[O:25])[N:4]([CH2:17][CH2:18][C:19]2[CH:24]=[CH:23][CH:22]=[CH:21][CH:20]=2)[C:5]([C:9]2[CH:14]=[CH:13][CH:12]=[CH:11][C:10]=2[O:15][CH3:16])=[N:6][C:7]=1[CH3:8].[N:26]1[CH:31]=[CH:30][CH:29]=[C:28](B(O)O)[CH:27]=1.C([O-])([O-])=O.[Cs+].[Cs+]. (4) Given the product [CH3:41][N:42]([CH3:43])[CH2:2][CH2:3][O:4][C:5]1[CH:10]=[CH:9][C:8]([CH:11]2[C:16]([C:17]3[CH:22]=[CH:21][C:20]([OH:23])=[CH:19][CH:18]=3)=[C:15]([C:24]([F:27])([F:26])[F:25])[C:14]3[CH:28]=[CH:29][C:30]([OH:32])=[CH:31][C:13]=3[O:12]2)=[CH:7][CH:6]=1, predict the reactants needed to synthesize it. The reactants are: Cl[CH2:2][CH2:3][O:4][C:5]1[CH:10]=[CH:9][C:8]([CH:11]2[C:16]([C:17]3[CH:22]=[CH:21][C:20]([OH:23])=[CH:19][CH:18]=3)=[C:15]([C:24]([F:27])([F:26])[F:25])[C:14]3[CH:28]=[CH:29][C:30]([OH:32])=[CH:31][C:13]=3[O:12]2)=[CH:7][CH:6]=1.C(=O)([O-])[O-].[K+].[K+].[I-].[K+].[CH3:41][NH:42][CH3:43]. (5) Given the product [F:1][C:2]1[CH:13]=[CH:12][C:11]([C:14]2[CH:19]=[CH:18][CH:17]=[C:16]([F:20])[CH:15]=2)=[CH:10][C:3]=1[C:4](=[O:5])[CH3:21], predict the reactants needed to synthesize it. The reactants are: [F:1][C:2]1[CH:13]=[CH:12][C:11]([C:14]2[CH:19]=[CH:18][CH:17]=[C:16]([F:20])[CH:15]=2)=[CH:10][C:3]=1[C:4](N(OC)C)=[O:5].[CH3:21][Mg+].[Br-].O. (6) Given the product [ClH:20].[Cl:20][C:21]1[CH:22]=[C:23]([CH:27]=[CH:28][C:29]=1[F:30])[C:24]([NH:1][C@H:2]1[CH2:3][CH2:4][C@@H:5]([NH:8][C:9]2[CH:14]=[C:13]([N:15]([CH2:17][CH3:18])[CH3:16])[C:12]([CH3:19])=[CH:11][N:10]=2)[CH2:6][CH2:7]1)=[O:25], predict the reactants needed to synthesize it. The reactants are: [NH2:1][C@@H:2]1[CH2:7][CH2:6][C@H:5]([NH:8][C:9]2[CH:14]=[C:13]([N:15]([CH2:17][CH3:18])[CH3:16])[C:12]([CH3:19])=[CH:11][N:10]=2)[CH2:4][CH2:3]1.[Cl:20][C:21]1[CH:22]=[C:23]([CH:27]=[CH:28][C:29]=1[F:30])[C:24](O)=[O:25].C1C=CC2N(O)N=NC=2C=1.O.CCN=C=NCCCN(C)C.Cl.C([O-])(O)=O.[Na+].